Predict the reactants needed to synthesize the given product. From a dataset of Full USPTO retrosynthesis dataset with 1.9M reactions from patents (1976-2016). (1) Given the product [CH:56]1([C:60]([NH:63][CH2:64][C:65]([O:67][CH2:68][CH3:69])=[O:66])=[O:61])[CH2:59][CH2:58][CH2:57]1, predict the reactants needed to synthesize it. The reactants are: P(OCCN(CC1CCC1)CCCOC1C=C2C(C(NC3C=C(CC(NC4C=CC=C(F)C=4F)=O)NN=3)=NC=N2)=CC=1OC)(OC(C)(C)C)(OC(C)(C)C)=O.[CH:56]1([C:60](Cl)=[O:61])[CH2:59][CH2:58][CH2:57]1.[NH2:63][CH2:64][C:65]([O:67][CH2:68][CH3:69])=[O:66].C(N(CC)CC)C. (2) Given the product [F:19][C:14]1[CH:13]=[C:12]([CH:8]2[CH:9]([CH3:10])[O:20][C:6](=[O:5])[NH:7]2)[CH:17]=[CH:16][C:15]=1[F:18], predict the reactants needed to synthesize it. The reactants are: C([O:5][C:6](=[O:20])[NH:7][CH:8]([C:12]1[CH:17]=[CH:16][C:15]([F:18])=[C:14]([F:19])[CH:13]=1)[CH:9](O)[CH3:10])(C)(C)C.[H-].[Na+]. (3) The reactants are: [Cl-].[Al+3].[Cl-].[Cl-].C([O:9][C:10](=[O:42])[C:11]1[CH:16]=[CH:15][CH:14]=[C:13]([CH2:17][CH:18]([NH:32][C:33]([C:35]2[O:39][CH:38]=[N:37][CH:36]=2)=[O:34])[B:19]2[O:27]C3C(C)(C4CC(C3)C4(C)C)[O:20]2)[C:12]=1OC)(C)(C)C. Given the product [OH:20][B:19]1[C@@H:18]([NH:32][C:33]([C:35]2[O:39][CH:38]=[N:37][CH:36]=2)=[O:34])[CH2:17][C:13]2[CH:14]=[CH:15][CH:16]=[C:11]([C:10]([OH:9])=[O:42])[C:12]=2[O:27]1, predict the reactants needed to synthesize it. (4) Given the product [O:1]1[CH2:5][C@@H:2]1[CH2:3][N:10]1[C:6](=[O:16])[C:7]2[C:8](=[CH:12][CH:13]=[CH:14][CH:15]=2)[C:9]1=[O:11], predict the reactants needed to synthesize it. The reactants are: [O:1]1[CH2:5][C@@H:2]1[CH2:3]O.[C:6]1(=[O:16])[NH:10][C:9](=[O:11])[C:8]2=[CH:12][CH:13]=[CH:14][CH:15]=[C:7]12. (5) Given the product [F:44][C:40]1[CH:41]=[CH:42][CH:43]=[C:2]([F:1])[C:3]=1[C:4]([NH:6][C:7]1[CH:12]=[CH:11][CH:10]=[C:9]([C:13]2[N:14]=[C:15]([CH3:39])[S:16][C:17]=2[C:18]2[CH:23]=[CH:22][N:21]=[C:20]([NH:24][C:25]3[CH:30]=[CH:29][C:28]([O:31][CH:32]4[CH2:37][CH2:36][N:35]([CH3:47])[CH2:34][CH2:33]4)=[C:27]([F:38])[CH:26]=3)[N:19]=2)[CH:8]=1)=[O:5], predict the reactants needed to synthesize it. The reactants are: [F:1][C:2]1[CH:43]=[CH:42][CH:41]=[C:40]([F:44])[C:3]=1[C:4]([NH:6][C:7]1[CH:12]=[CH:11][CH:10]=[C:9]([C:13]2[N:14]=[C:15]([CH3:39])[S:16][C:17]=2[C:18]2[CH:23]=[CH:22][N:21]=[C:20]([NH:24][C:25]3[CH:30]=[CH:29][C:28]([O:31][CH:32]4[CH2:37][CH2:36][NH:35][CH2:34][CH2:33]4)=[C:27]([F:38])[CH:26]=3)[N:19]=2)[CH:8]=1)=[O:5].C=O.[CH3:47]C(O)=O.C(O[BH-](OC(=O)C)OC(=O)C)(=O)C.[Na+]. (6) Given the product [Cl:29][C:26]1[CH:27]=[CH:28][C:23]([CH:16]([C:18]2[S:19][CH:20]=[CH:21][N:22]=2)[C:13]2[CH:14]=[C:15]3[C:10](=[CH:11][CH:12]=2)[N:9]=[CH:8][N:7]=[C:6]3[OH:5])=[CH:24][CH:25]=1, predict the reactants needed to synthesize it. The reactants are: C([O:5][C:6]1[C:15]2[C:10](=[CH:11][CH:12]=[C:13]([C:16]([C:23]3[CH:28]=[CH:27][C:26]([Cl:29])=[CH:25][CH:24]=3)([C:18]3[S:19][CH:20]=[CH:21][N:22]=3)O)[CH:14]=2)[N:9]=[CH:8][N:7]=1)(C)(C)C.O.O.Cl[Sn]Cl.Cl.C(=O)(O)[O-].[Na+]. (7) Given the product [CH3:1][C:2]1[N:6]([CH2:7][CH:8]2[C:21](=[O:22])[C:12]3[C:13]4[CH:14]=[CH:15][CH:16]=[CH:17][C:18]=4[N:19]([CH3:20])[C:11]=3[CH2:10][CH2:9]2)[CH:5]=[CH:4][N:3]=1, predict the reactants needed to synthesize it. The reactants are: [CH3:1][C:2]1[N:6]([CH2:7][CH:8]2[C:21](=[O:22])[C:12]3[C:13]4[CH:14]=[CH:15][CH:16]=[CH:17][C:18]=4[N:19]([CH3:20])[C:11]=3[CH2:10][CH2:9]2)[CH:5]=[CH:4][N:3]=1.Cl.NCC(O)=O. (8) Given the product [CH3:1][O:2][C:3]1[CH:8]=[CH:7][CH:6]=[CH:5][C:4]=1[CH2:9][O:10][CH2:11][CH2:12][CH2:13][OH:14], predict the reactants needed to synthesize it. The reactants are: [CH3:1][O:2][C:3]1[CH:8]=[CH:7][CH:6]=[CH:5][C:4]=1[CH:9]1[O:14][CH2:13][CH2:12][CH2:11][O:10]1.[H-].C([Al+]CC(C)C)C(C)C.C(OCC)(=O)C. (9) Given the product [C:1]([C:5]([NH:7][C:8]1[C:17]([C:18]([O:20][CH3:21])=[O:19])=[C:16]2[C:11]([C:12]([Cl:30])=[C:13]([CH:26]=[O:27])[CH2:14][O:15]2)=[CH:10][CH:9]=1)=[O:6])([CH3:2])([CH3:3])[CH3:4], predict the reactants needed to synthesize it. The reactants are: [C:1]([C:5]([NH:7][C:8]1[C:17]([C:18]([O:20][CH3:21])=[O:19])=[C:16]2[C:11]([C:12](=O)[CH2:13][CH2:14][O:15]2)=[CH:10][CH:9]=1)=[O:6])([CH3:4])([CH3:3])[CH3:2].CN([CH:26]=[O:27])C.P(Cl)(Cl)([Cl:30])=O. (10) Given the product [CH3:13][S:14]([O:17][CH2:18][CH:19]1[CH2:23][CH2:22][N:21]([C:8](=[O:11])[CH:9]=[CH2:10])[CH2:20]1)(=[O:15])=[O:16], predict the reactants needed to synthesize it. The reactants are: C(N(CC)CC)C.[C:8](Cl)(=[O:11])[CH:9]=[CH2:10].[CH3:13][S:14]([O:17][CH2:18][CH:19]1[CH2:23][CH2:22][NH:21][CH2:20]1)(=[O:16])=[O:15].